From a dataset of Peptide-MHC class II binding affinity with 134,281 pairs from IEDB. Regression. Given a peptide amino acid sequence and an MHC pseudo amino acid sequence, predict their binding affinity value. This is MHC class II binding data. The peptide sequence is AKNMKNLVWNDELAY. The MHC is DRB1_0301 with pseudo-sequence DRB1_0301. The binding affinity (normalized) is 0.386.